Dataset: Experimentally validated miRNA-target interactions with 360,000+ pairs, plus equal number of negative samples. Task: Binary Classification. Given a miRNA mature sequence and a target amino acid sequence, predict their likelihood of interaction. (1) The miRNA is hsa-miR-625-5p with sequence AGGGGGAAAGUUCUAUAGUCC. The protein sequence of the target gene is MMSTEQMQPLELSEDRLDKLDPRCSHLDDLSDQFIKDCDLKKKPRKGKNVQATLNVESDQKKPRRKDTPALHIPPFIPGVFSEHLIKRYDVQERHPKGKMIPVLHNTDLEQKKPRRKDTPALHMSPFAAGVTLLRDERPKAIVEDDEKDGDKIAI. Result: 0 (no interaction). (2) The miRNA is hsa-miR-6791-5p with sequence CCCCUGGGGCUGGGCAGGCGGA. The protein sequence of the target gene is MDGIIEQKSMLVHSKISDAGKRNGLINTRNLMAESRDGLVSVYPAPQYQSHRVGASTVPASLDSSRSEPMQQLLDPNTLQQSVESRYRPNIILYSEGVLRSWGDGVAADCCETTFIEDRSPTKDSLEYPDGKFIDLSADDIKIHTLSYDVEEEEEFQELESDYSSDTESEDNFLMMPPRDHLGLSVFSMLCCFWPLGIAAFYLSHETNKAVAKGDLHQASTSSRRALFLAVLSITIGTGVYVGVAVALIAYLSKNNHL. Result: 0 (no interaction).